From a dataset of Full USPTO retrosynthesis dataset with 1.9M reactions from patents (1976-2016). Predict the reactants needed to synthesize the given product. (1) Given the product [CH2:25]([N:27]1[C:36]2[C:31](=[CH:32][CH:33]=[C:34]([C:9]3[CH:10]=[N:11][C:6]([NH:5][C:4]([NH:3][CH2:1][CH3:2])=[O:24])=[CH:7][C:8]=3[C:15]3[S:16][CH:17]=[C:18]([C:20]([F:23])([F:22])[F:21])[N:19]=3)[CH:35]=2)[C:30](=[O:38])[C:29]([C:39]([O:41][CH2:42][CH3:43])=[O:40])=[CH:28]1)[CH3:26], predict the reactants needed to synthesize it. The reactants are: [CH2:1]([NH:3][C:4](=[O:24])[NH:5][C:6]1[N:11]=[CH:10][C:9](B(O)O)=[C:8]([C:15]2[S:16][CH:17]=[C:18]([C:20]([F:23])([F:22])[F:21])[N:19]=2)[CH:7]=1)[CH3:2].[CH2:25]([N:27]1[C:36]2[C:31](=[CH:32][CH:33]=[C:34](I)[CH:35]=2)[C:30](=[O:38])[C:29]([C:39]([O:41][CH2:42][CH3:43])=[O:40])=[CH:28]1)[CH3:26].C(=O)([O-])[O-].[K+].[K+].C(OCC)(=O)C. (2) The reactants are: [Cl:1][C:2]1[N:7]=[CH:6][N:5]=[C:4]([C:8](Cl)=[O:9])[CH:3]=1.[Cl:11][C:12]1[CH:13]=[C:14]2[C:18](=[CH:19][CH:20]=1)[NH:17][CH2:16][CH2:15]2.[OH-].[Na+].C(=O)([O-])O.[Na+]. Given the product [Cl:11][C:12]1[CH:13]=[C:14]2[C:18](=[CH:19][CH:20]=1)[N:17]([C:8]([C:4]1[CH:3]=[C:2]([Cl:1])[N:7]=[CH:6][N:5]=1)=[O:9])[CH2:16][CH2:15]2, predict the reactants needed to synthesize it. (3) Given the product [C:32]([O:31][C:29]([NH:28][CH2:27][CH2:26][CH2:25][NH:24][C:20]1[N:19]=[C:18]([O:17][C:13]2[CH:14]=[C:15]([CH3:16])[C:7]3[CH:6]([CH2:5][C:4]([OH:36])=[O:3])[O:10][B:9]([OH:11])[C:8]=3[CH:12]=2)[CH:23]=[CH:22][N:21]=1)=[O:30])([CH3:34])([CH3:35])[CH3:33], predict the reactants needed to synthesize it. The reactants are: C([O:3][C:4](=[O:36])[CH2:5][CH:6]1[O:10][B:9]([OH:11])[C:8]2[CH:12]=[C:13]([O:17][C:18]3[CH:23]=[CH:22][N:21]=[C:20]([NH:24][CH2:25][CH2:26][CH2:27][NH:28][C:29]([O:31][C:32]([CH3:35])([CH3:34])[CH3:33])=[O:30])[N:19]=3)[CH:14]=[C:15]([CH3:16])[C:7]1=2)C.[OH-].[Li+].